Dataset: Full USPTO retrosynthesis dataset with 1.9M reactions from patents (1976-2016). Task: Predict the reactants needed to synthesize the given product. (1) Given the product [F:9][C:10]1[CH:17]=[N:16][CH:15]=[C:14]([F:18])[C:11]=1[C:12]1[N:8]=[C:6]2[CH:5]=[CH:4][CH:3]=[C:2]([CH3:1])[N:7]2[C:20]=1[NH:19][C:21]1[CH:30]=[CH:29][C:24]2[O:25][CH2:26][CH2:27][O:28][C:23]=2[CH:22]=1, predict the reactants needed to synthesize it. The reactants are: [CH3:1][C:2]1[N:7]=[C:6]([NH2:8])[CH:5]=[CH:4][CH:3]=1.[F:9][C:10]1[CH:17]=[N:16][CH:15]=[C:14]([F:18])[C:11]=1[CH:12]=O.[N+:19]([C:21]1[CH:30]=[CH:29][C:24]2[O:25][CH2:26][CH2:27][O:28][C:23]=2[CH:22]=1)#[C-:20]. (2) Given the product [CH:1]([O:4][C:5](=[O:19])[C:6]1[CH:11]=[CH:10][C:9]([C:37]#[C:36][Si:33]([CH3:35])([CH3:34])[CH3:32])=[CH:8][C:7]=1[CH2:13][N:14]([CH:16]1[CH2:18][CH2:17]1)[CH3:15])([CH3:3])[CH3:2], predict the reactants needed to synthesize it. The reactants are: [CH:1]([O:4][C:5](=[O:19])[C:6]1[CH:11]=[CH:10][C:9](Br)=[CH:8][C:7]=1[CH2:13][N:14]([CH:16]1[CH2:18][CH2:17]1)[CH3:15])([CH3:3])[CH3:2].C(N(CC)CC)C.O1CCCC1.[CH3:32][Si:33]([C:36]#[CH:37])([CH3:35])[CH3:34]. (3) Given the product [Cl:34][C:27]1[CH:28]=[N+:29]([O-:33])[CH:30]=[C:31]([Cl:32])[C:26]=1[CH2:25][C@@H:24]([C:35]1[CH:40]=[CH:39][C:38]([O:41][CH:42]([F:43])[F:44])=[C:37]([O:45][CH2:46][CH:47]2[CH2:48][CH2:49]2)[CH:36]=1)[O:23][C:21](=[O:22])[CH2:20][CH2:19][C:16]1[CH:15]=[CH:14][C:13]([NH:8][S:9]([CH3:12])(=[O:11])=[O:10])=[CH:18][CH:17]=1, predict the reactants needed to synthesize it. The reactants are: C(OC([N:8]([C:13]1[CH:18]=[CH:17][C:16]([CH2:19][CH2:20][C:21]([O:23][C@H:24]([C:35]2[CH:40]=[CH:39][C:38]([O:41][CH:42]([F:44])[F:43])=[C:37]([O:45][CH2:46][CH:47]3[CH2:49][CH2:48]3)[CH:36]=2)[CH2:25][C:26]2[C:31]([Cl:32])=[CH:30][N+:29]([O-:33])=[CH:28][C:27]=2[Cl:34])=[O:22])=[CH:15][CH:14]=1)[S:9]([CH3:12])(=[O:11])=[O:10])=O)(C)(C)C.Cl.O1CCOCC1. (4) Given the product [Cl:1][C:2]1[C:10]2[N:9]=[C:8]3[N:11]([C:15]4[CH:20]=[CH:19][C:18]([Cl:21])=[CH:17][C:16]=4[Cl:22])[CH2:12][CH2:13][CH2:14][N:7]3[C:6]=2[C:5]([CH:23]([CH2:26][CH3:27])[CH:24]([OH:25])[CH3:28])=[CH:4][CH:3]=1, predict the reactants needed to synthesize it. The reactants are: [Cl:1][C:2]1[C:10]2[N:9]=[C:8]3[N:11]([C:15]4[CH:20]=[CH:19][C:18]([Cl:21])=[CH:17][C:16]=4[Cl:22])[CH2:12][CH2:13][CH2:14][N:7]3[C:6]=2[C:5]([CH:23]([CH2:26][CH3:27])[CH:24]=[O:25])=[CH:4][CH:3]=1.[CH3:28][Mg]Br.